From a dataset of Peptide-MHC class II binding affinity with 134,281 pairs from IEDB. Regression. Given a peptide amino acid sequence and an MHC pseudo amino acid sequence, predict their binding affinity value. This is MHC class II binding data. (1) The peptide sequence is EILELAQSETCSPGGQ. The MHC is DRB1_0301 with pseudo-sequence DRB1_0301. The binding affinity (normalized) is 0. (2) The MHC is DRB1_0401 with pseudo-sequence DRB1_0401. The binding affinity (normalized) is 0.118. The peptide sequence is ELGEWVFSAIKSPQA. (3) The peptide sequence is SAAVKDERAVHADMG. The MHC is DRB1_0301 with pseudo-sequence DRB1_0301. The binding affinity (normalized) is 0.364. (4) The peptide sequence is AARLFKAFILDGDKL. The MHC is DRB1_1101 with pseudo-sequence DRB1_1101. The binding affinity (normalized) is 0.238. (5) The peptide sequence is NKHNRLYMEARPLEE. The MHC is HLA-DPA10201-DPB11401 with pseudo-sequence HLA-DPA10201-DPB11401. The binding affinity (normalized) is 0.594.